This data is from Full USPTO retrosynthesis dataset with 1.9M reactions from patents (1976-2016). The task is: Predict the reactants needed to synthesize the given product. Given the product [F:9][C:5]1[CH:6]=[C:7]2[NH:8][C:18]([C:17]([OH:22])=[O:21])=[CH:20][C:2]2=[N:3][CH:4]=1, predict the reactants needed to synthesize it. The reactants are: Br[C:2]1[C:7]([NH2:8])=[CH:6][C:5]([F:9])=[CH:4][N:3]=1.CCN(CC)CC.[C:17]([OH:22])(=[O:21])[C:18]([CH3:20])=O.